From a dataset of NCI-60 drug combinations with 297,098 pairs across 59 cell lines. Regression. Given two drug SMILES strings and cell line genomic features, predict the synergy score measuring deviation from expected non-interaction effect. Drug 1: CC1C(C(CC(O1)OC2CC(OC(C2O)C)OC3=CC4=CC5=C(C(=O)C(C(C5)C(C(=O)C(C(C)O)O)OC)OC6CC(C(C(O6)C)O)OC7CC(C(C(O7)C)O)OC8CC(C(C(O8)C)O)(C)O)C(=C4C(=C3C)O)O)O)O. Drug 2: CN(CCCl)CCCl.Cl. Cell line: MDA-MB-231. Synergy scores: CSS=42.5, Synergy_ZIP=8.86, Synergy_Bliss=16.6, Synergy_Loewe=-31.6, Synergy_HSA=1.05.